From a dataset of Full USPTO retrosynthesis dataset with 1.9M reactions from patents (1976-2016). Predict the reactants needed to synthesize the given product. (1) Given the product [NH2:1][C@H:2]([C:7]([OH:9])=[O:8])[CH2:3][CH2:4][CH2:5][CH2:36][NH:35][C:41](=[O:42])[C@@H:40]1[N:67]=[CH:17][CH2:16][C@H:15]1[CH3:14], predict the reactants needed to synthesize it. The reactants are: [NH2:1][C@@H:2]([C:7]([OH:9])=[O:8])[CH2:3][CH2:4][CH2:5]N.CC(S[C@@H:14]1O[C@H](CO)[C@H:17](O)[C@H:16](O)[C@H:15]1O)C.O=C[C@H]([C@@H]([C@@H](CO)O)O)O.[NH2:35][C:36](N)=O.S[CH2:40][CH2:41][OH:42].CCCCCCCCCCCCOS([O-])(=O)=O.[Na+].C(O)C([NH2:67])(CO)CO.Cl. (2) Given the product [C:1]([NH:9][CH:10]([CH:14]([CH3:16])[CH3:15])[C:11]([O:13][C@@H:19]1[CH:20]2[CH2:23][CH2:24][N:17]([CH2:22][CH2:21]2)[CH2:18]1)=[O:12])(=[O:8])[C:2]1[CH:7]=[CH:6][CH:5]=[CH:4][CH:3]=1, predict the reactants needed to synthesize it. The reactants are: [C:1]([NH:9][CH:10]([CH:14]([CH3:16])[CH3:15])[C:11]([OH:13])=[O:12])(=[O:8])[C:2]1[CH:7]=[CH:6][CH:5]=[CH:4][CH:3]=1.[N:17]12[CH2:24][CH2:23][CH:20]([CH2:21][CH2:22]1)[C@@H:19](O)[CH2:18]2.C1CCC(N=C=NC2CCCCC2)CC1.C1C=CC2N(O)N=NC=2C=1. (3) Given the product [OH:14][C:2]1[C:3]([N+:11]([O-:13])=[O:12])=[C:4]([CH:8]=[CH:9][CH:10]=1)[C:5]([OH:7])=[O:6], predict the reactants needed to synthesize it. The reactants are: Cl[C:2]1[C:3]([N+:11]([O-:13])=[O:12])=[C:4]([CH:8]=[CH:9][CH:10]=1)[C:5]([OH:7])=[O:6].[OH-:14].[K+].Cl. (4) Given the product [Cl:1][C:18]1[C:19]2[C:20](=[N:21][CH:22]=[CH:23][CH:24]=2)[N:16]([C:12]2[CH:13]=[CH:14][CH:15]=[C:10]([F:9])[CH:11]=2)[C:17]=1[CH:25]([NH:27][C:28](=[O:34])[O:29][C:30]([CH3:33])([CH3:32])[CH3:31])[CH3:26], predict the reactants needed to synthesize it. The reactants are: [Cl:1]N1C(=O)CCC1=O.[F:9][C:10]1[CH:11]=[C:12]([N:16]2[C:20]3=[N:21][CH:22]=[CH:23][CH:24]=[C:19]3[CH:18]=[C:17]2[CH:25]([NH:27][C:28](=[O:34])[O:29][C:30]([CH3:33])([CH3:32])[CH3:31])[CH3:26])[CH:13]=[CH:14][CH:15]=1. (5) Given the product [CH2:14]([O:21][C:22]1[N:27]=[N:26][C:25]([N:28]2[CH:8]([C:7]3[CH:10]=[CH:11][C:4]([O:3][C:2]([F:13])([F:12])[F:1])=[CH:5][CH:6]=3)[C:34]([C:35](=[O:36])[C:37]3[CH:42]=[CH:41][C:40]([CH:43]([CH3:44])[CH3:45])=[CH:39][CH:38]=3)=[C:33]([OH:46])[C:32]2=[O:31])=[CH:24][CH:23]=1)[C:15]1[CH:20]=[CH:19][CH:18]=[CH:17][CH:16]=1, predict the reactants needed to synthesize it. The reactants are: [F:1][C:2]([F:13])([F:12])[O:3][C:4]1[CH:11]=[CH:10][C:7]([CH:8]=O)=[CH:6][CH:5]=1.[CH2:14]([O:21][C:22]1[N:27]=[N:26][C:25]([NH2:28])=[CH:24][CH:23]=1)[C:15]1[CH:20]=[CH:19][CH:18]=[CH:17][CH:16]=1.C([O:31][C:32](=O)[C:33]([OH:46])=[CH:34][C:35]([C:37]1[CH:42]=[CH:41][C:40]([CH:43]([CH3:45])[CH3:44])=[CH:39][CH:38]=1)=[O:36])C. (6) Given the product [CH3:1][C:2]([CH3:37])([CH3:36])[CH2:3][CH2:4][N:5]1[C:10](=[O:11])[C:9]([C:12]2[NH:17][C:16]3[CH:18]=[CH:19][C:20]([N:22]([CH3:38])[S:23]([CH3:26])(=[O:24])=[O:25])=[CH:21][C:15]=3[S:14](=[O:28])(=[O:27])[N:13]=2)=[C:8]([OH:29])[CH:7]2[CH2:30][CH2:31][CH2:32][CH2:33][CH2:34][CH2:35][CH:6]12, predict the reactants needed to synthesize it. The reactants are: [CH3:1][C:2]([CH3:37])([CH3:36])[CH2:3][CH2:4][N:5]1[C:10](=[O:11])[C:9]([C:12]2[NH:17][C:16]3[CH:18]=[CH:19][C:20]([NH:22][S:23]([CH3:26])(=[O:25])=[O:24])=[CH:21][C:15]=3[S:14](=[O:28])(=[O:27])[N:13]=2)=[C:8]([OH:29])[CH:7]2[CH2:30][CH2:31][CH2:32][CH2:33][CH2:34][CH2:35][CH:6]12.[C:38](=O)([O-])[O-].[K+].[K+].IC. (7) Given the product [C:1](=[N:14][CH:16]1[CH2:20][CH2:19][N:18]([CH3:21])[C:17]1=[O:22])([C:8]1[CH:9]=[CH:10][CH:11]=[CH:12][CH:13]=1)[C:2]1[CH:7]=[CH:6][CH:5]=[CH:4][CH:3]=1, predict the reactants needed to synthesize it. The reactants are: [C:1](=[NH:14])([C:8]1[CH:13]=[CH:12][CH:11]=[CH:10][CH:9]=1)[C:2]1[CH:7]=[CH:6][CH:5]=[CH:4][CH:3]=1.N[CH:16]1[CH2:20][CH2:19][N:18]([CH3:21])[C:17]1=[O:22]. (8) The reactants are: [CH2:1]1[C:10]2[C:5](=[CH:6][CH:7]=[CH:8][CH:9]=2)[CH2:4][CH2:3][N:2]1[CH2:11][CH2:12][CH2:13][CH2:14][O:15][C:16]1[N:21]=[C:20]([NH:22]CC2C=CC(OC)=CC=2)[CH:19]=[CH:18][CH:17]=1. Given the product [CH2:1]1[C:10]2[C:5](=[CH:6][CH:7]=[CH:8][CH:9]=2)[CH2:4][CH2:3][N:2]1[CH2:11][CH2:12][CH2:13][CH2:14][O:15][C:16]1[N:21]=[C:20]([NH2:22])[CH:19]=[CH:18][CH:17]=1, predict the reactants needed to synthesize it. (9) Given the product [C:22]([CH2:21][O:11][C:10](=[O:12])[C@@H:9]([NH:13][C:14](=[O:19])[CH2:15][CH2:16][CH:17]=[CH2:18])[CH2:8][C:4]1[CH:5]=[CH:6][CH:7]=[C:2]([I:1])[CH:3]=1)#[N:23], predict the reactants needed to synthesize it. The reactants are: [I:1][C:2]1[CH:3]=[C:4]([CH2:8][C@H:9]([NH:13][C:14](=[O:19])[CH2:15][CH2:16][CH:17]=[CH2:18])[C:10]([OH:12])=[O:11])[CH:5]=[CH:6][CH:7]=1.Br[CH2:21][C:22]#[N:23].CCN(C(C)C)C(C)C. (10) Given the product [CH3:1][N:2]([CH3:19])[C:3](=[O:18])[C@H:4]([O:6][C:7]1[CH:16]=[CH:15][CH:14]=[C:13]2[C:8]=1[C:9]([NH:35][C:31]1[CH:30]=[C:29]3[C:34](=[CH:33][CH:32]=1)[N:26]([CH2:25][C:23]1[N:22]=[CH:21][S:20][CH:24]=1)[CH:27]=[CH:28]3)=[N:10][CH:11]=[N:12]2)[CH3:5], predict the reactants needed to synthesize it. The reactants are: [CH3:1][N:2]([CH3:19])[C:3](=[O:18])[C@H:4]([O:6][C:7]1[CH:16]=[CH:15][CH:14]=[C:13]2[C:8]=1[C:9](=O)[NH:10][CH:11]=[N:12]2)[CH3:5].[S:20]1[CH:24]=[C:23]([CH2:25][N:26]2[C:34]3[C:29](=[CH:30][C:31]([NH2:35])=[CH:32][CH:33]=3)[CH:28]=[CH:27]2)[N:22]=[CH:21]1.